This data is from Reaction yield outcomes from USPTO patents with 853,638 reactions. The task is: Predict the reaction yield, written as a fraction of the theoretical maximum amount of product (1.0 means a 100% yield; for example, 0.34 means a 34% yield). (1) The reactants are [CH:1]([C@H:4]1[CH2:8][O:7][C:6](=[O:9])[N:5]1[C:10]1[CH:15]=[CH:14][N:13]=[C:12]([NH:16][C@@H:17]([CH3:22])[C:18](OC)=[O:19])[N:11]=1)([CH3:3])[CH3:2].O.[NH2:24][NH2:25]. No catalyst specified. The product is [CH:1]([C@H:4]1[CH2:8][O:7][C:6](=[O:9])[N:5]1[C:10]1[CH:15]=[CH:14][N:13]=[C:12]([NH:16][C@@H:17]([CH3:22])[C:18]([NH:24][NH2:25])=[O:19])[N:11]=1)([CH3:3])[CH3:2]. The yield is 0.780. (2) The catalyst is C1COCC1.C(OCC)(=O)C. The yield is 0.210. The reactants are [CH3:1][C:2]1[N:29]=[C:5]2[NH:6][C:7](=[O:28])[C:8]([CH2:13][C:14]3[CH:19]=[CH:18][C:17]([C:20]4[C:21]([C:26]#[N:27])=[CH:22][CH:23]=[CH:24][CH:25]=4)=[CH:16][CH:15]=3)=[C:9]([CH2:10][CH2:11][CH3:12])[N:4]2[N:3]=1.[C:30]1([C:36]2([CH2:39]O)[CH2:38][CH2:37]2)[CH:35]=[CH:34][CH:33]=[CH:32][CH:31]=1.C(P(CCCC)CCCC)CCC.N(C(N1CCCCC1)=O)=NC(N1CCCCC1)=O. The product is [CH3:1][C:2]1[N:29]=[C:5]2[N:6]([CH2:39][C:36]3([C:30]4[CH:35]=[CH:34][CH:33]=[CH:32][CH:31]=4)[CH2:38][CH2:37]3)[C:7](=[O:28])[C:8]([CH2:13][C:14]3[CH:19]=[CH:18][C:17]([C:20]4[C:21]([C:26]#[N:27])=[CH:22][CH:23]=[CH:24][CH:25]=4)=[CH:16][CH:15]=3)=[C:9]([CH2:10][CH2:11][CH3:12])[N:4]2[N:3]=1. (3) The reactants are Br[CH2:2][C:3]([C:5]1[CH:10]=[CH:9][CH:8]=[CH:7][C:6]=1[N+:11]([O-:13])=[O:12])=O.[NH2:14][C:15]1[CH:20]=[CH:19][CH:18]=[CH:17][N:16]=1. The catalyst is CC(C)=O. The product is [N+:11]([C:6]1[CH:7]=[CH:8][CH:9]=[CH:10][C:5]=1[C:3]1[N:14]=[C:15]2[CH:20]=[CH:19][CH:18]=[CH:17][N:16]2[CH:2]=1)([O-:13])=[O:12]. The yield is 0.740. (4) The reactants are [NH2:1][C:2]1[S:3][C:4]([CH2:17][CH2:18][C:19]([O:21]CC)=[O:20])=[C:5]([C:7]2[CH:16]=[CH:15][C:14]3[CH2:13][CH2:12][CH2:11][CH2:10][C:9]=3[CH:8]=2)[N:6]=1.[O:24]1[CH:28]=[CH:27][CH:26]=[C:25]1[C:29]1[O:30][C:31]([CH3:46])=[C:32]([CH2:34][O:35][C:36]2[CH:41]=[CH:40][C:39]([CH2:42][C:43](O)=[O:44])=[CH:38][CH:37]=2)[N:33]=1.CCN=C=NCCCN(C)C.C1C=CC2N(O)N=NC=2C=1.Cl. The catalyst is O.CN(C)C=O. The product is [O:24]1[CH:28]=[CH:27][CH:26]=[C:25]1[C:29]1[O:30][C:31]([CH3:46])=[C:32]([CH2:34][O:35][C:36]2[CH:41]=[CH:40][C:39]([CH2:42][C:43]([NH:1][C:2]3[S:3][C:4]([CH2:17][CH2:18][C:19]([OH:21])=[O:20])=[C:5]([C:7]4[CH:16]=[CH:15][C:14]5[CH2:9][CH2:10][CH2:11][CH2:12][C:13]=5[CH:8]=4)[N:6]=3)=[O:44])=[CH:38][CH:37]=2)[N:33]=1. The yield is 0.570. (5) The reactants are [OH-].[Na+].BrBr.[CH3:5][C:6]12[C:18]3[C:10](=[CH:11][C:12]([C:19](=[O:21])C)=[CH:13][C:14]=3[CH2:15][CH2:16][CH2:17]1)[CH2:9][CH2:8][CH2:7]2.S([O-])([O-])=[O:23].[Na+].[Na+].Cl. The catalyst is O1CCOCC1.O. The product is [CH3:5][C:6]12[C:18]3[C:14](=[CH:13][C:12]([C:19]([OH:23])=[O:21])=[CH:11][C:10]=3[CH2:9][CH2:8][CH2:7]1)[CH2:15][CH2:16][CH2:17]2. The yield is 0.810. (6) The reactants are [F:1][C:2]1[C:10]([C:11]2[CH:16]=[CH:15][CH:14]=[C:13]([F:17])[CH:12]=2)=[CH:9][C:8]([CH3:18])=[CH:7][C:3]=1[C:4]([OH:6])=O.C(Cl)(=O)C(Cl)=O.[NH2:25][C:26]1[C:27]([F:34])=[C:28]([OH:33])[CH:29]=[CH:30][C:31]=1[F:32].C([O-])(O)=O.[Na+]. The catalyst is C(Cl)Cl.CN(C=O)C.C1COCC1.O. The product is [F:34][C:27]1[C:28]([OH:33])=[CH:29][CH:30]=[C:31]([F:32])[C:26]=1[NH:25][C:4](=[O:6])[C:3]1[CH:7]=[C:8]([CH3:18])[CH:9]=[C:10]([C:11]2[CH:16]=[CH:15][CH:14]=[C:13]([F:17])[CH:12]=2)[C:2]=1[F:1]. The yield is 0.240. (7) The reactants are [C:1]([C:5]1[CH:9]=[C:8]([NH2:10])[N:7]([C:11]2[CH:16]=[CH:15][CH:14]=[C:13]([CH2:17][N:18]=[N+]=[N-])[CH:12]=2)[N:6]=1)([CH3:4])([CH3:3])[CH3:2].[Cl:21][C:22]1[CH:27]=[CH:26][C:25]([N:28]=[C:29]=[O:30])=[CH:24][CH:23]=1.N1C=CC=CC=1.O. The catalyst is C1COCC1. The product is [C:1]([C:5]1[CH:9]=[C:8]([NH:10][C:29]([NH:28][C:25]2[CH:26]=[CH:27][C:22]([Cl:21])=[CH:23][CH:24]=2)=[O:30])[N:7]([C:11]2[CH:16]=[CH:15][CH:14]=[C:13]([CH2:17][NH2:18])[CH:12]=2)[N:6]=1)([CH3:4])([CH3:3])[CH3:2]. The yield is 0.970. (8) The reactants are [OH:1][CH:2]([CH3:43])[CH2:3][O:4][C@H:5]1[CH2:10][CH2:9][C@H:8]([N:11]2[C:16](=[O:17])[C:15]([CH2:18][C:19]3[CH:24]=[CH:23][C:22]([C:25]4[CH:30]=[CH:29][CH:28]=[CH:27][C:26]=4[C:31]4[NH:35][C:34](=[O:36])[O:33][N:32]=4)=[CH:21][CH:20]=3)=[C:14]([CH2:37][CH2:38][CH3:39])[N:13]3[N:40]=[CH:41][CH:42]=[C:12]23)[CH2:7][CH2:6]1.CC(OI1(OC(C)=O)(OC(C)=O)OC(=O)C2C1=CC=CC=2)=O.C(OCC)(=O)C.S([O-])([O-])(=O)=S.[Na+].[Na+]. The catalyst is C(Cl)Cl.O. The product is [O:36]=[C:34]1[O:33][N:32]=[C:31]([C:26]2[CH:27]=[CH:28][CH:29]=[CH:30][C:25]=2[C:22]2[CH:21]=[CH:20][C:19]([CH2:18][C:15]3[C:16](=[O:17])[N:11]([C@H:8]4[CH2:9][CH2:10][C@H:5]([O:4][CH2:3][C:2](=[O:1])[CH3:43])[CH2:6][CH2:7]4)[C:12]4[N:13]([N:40]=[CH:41][CH:42]=4)[C:14]=3[CH2:37][CH2:38][CH3:39])=[CH:24][CH:23]=2)[NH:35]1. The yield is 0.900. (9) The reactants are [O:1]=[CH:2][C@@H:3]([C@H:5]([C@@H:7]([C@@H:9]([CH2:11][OH:12])[OH:10])[OH:8])[OH:6])[OH:4].[CH2:13](O)[C:14]1[CH:19]=[CH:18][CH:17]=[CH:16][CH:15]=1.Cl.CCOCC. The catalyst is CO.C(Cl)(Cl)Cl. The product is [CH2:13]([O:1][CH:2]1[O:10][C@H:9]([CH2:11][OH:12])[C@@H:7]([OH:8])[C@H:5]([OH:6])[C@H:3]1[OH:4])[C:14]1[CH:19]=[CH:18][CH:17]=[CH:16][CH:15]=1. The yield is 0.520.